This data is from Full USPTO retrosynthesis dataset with 1.9M reactions from patents (1976-2016). The task is: Predict the reactants needed to synthesize the given product. (1) Given the product [C:9]([O:8][C:6](=[O:7])[CH2:5][CH:4]([CH2:13][CH:14]([CH3:15])[CH3:16])[C:3]([OH:17])=[O:2])([CH3:12])([CH3:11])[CH3:10], predict the reactants needed to synthesize it. The reactants are: C[O:2][C:3](=[O:17])[CH:4]([CH2:13][CH:14]([CH3:16])[CH3:15])[CH2:5][C:6]([O:8][C:9]([CH3:12])([CH3:11])[CH3:10])=[O:7].[Cl-].[Li+]. (2) Given the product [CH3:34][O:35][CH2:1][C:2]1([C:14]([O:16][CH3:37])=[O:15])[CH2:6][CH2:5][N:4]([C:7]([O:9][C:10]([CH3:11])([CH3:12])[CH3:13])=[O:8])[CH2:3]1, predict the reactants needed to synthesize it. The reactants are: [CH3:1][C:2]1([C:14]([O-:16])=[O:15])[CH2:6][CH2:5][N:4]([C:7]([O:9][C:10]([CH3:13])([CH3:12])[CH3:11])=[O:8])[CH2:3]1.[Li+].CC([N-]C(C)C)C.CCCCCCC.C1C[O:35][CH2:34]C1.[CH2:37](C1C=CC=CC=1)C.BrCOC. (3) The reactants are: [NH2:1][C:2]1[C:3]2[C:10](I)=[CH:9][N:8]([C@H:12]3[C@:16]([CH3:18])([OH:17])[CH:15]([OH:19])[CH:14]([CH2:20][OH:21])[O:13]3)[C:4]=2[N:5]=[CH:6][N:7]=1.[CH3:22][NH:23][C:24]([C:26]1[S:27][C:28](B2OC(C)(C)C(C)(C)O2)=[CH:29][CH:30]=1)=[O:25].CC([O-])=O.[K+]. Given the product [NH2:1][C:2]1[C:3]2[C:10]([C:28]3[S:27][C:26]([C:24]([NH:23][CH3:22])=[O:25])=[CH:30][CH:29]=3)=[CH:9][N:8]([C@H:12]3[C@@:16]([OH:17])([CH3:18])[CH:15]([OH:19])[CH:14]([CH2:20][OH:21])[O:13]3)[C:4]=2[N:5]=[CH:6][N:7]=1, predict the reactants needed to synthesize it. (4) Given the product [CH3:27][C:9]1[C:10]2[C:11](=[O:26])[N:12]([CH2:18][CH2:19][N:20]3[CH2:21][CH2:22][O:23][CH2:24][CH2:25]3)[CH2:13][CH2:14][CH2:15][C:16]=2[NH:17][C:8]=1[CH:6]=[O:5], predict the reactants needed to synthesize it. The reactants are: C([O:5][C:6]([C:8]1[NH:17][C:16]2[CH2:15][CH2:14][CH2:13][N:12]([CH2:18][CH2:19][N:20]3[CH2:25][CH2:24][O:23][CH2:22][CH2:21]3)[C:11](=[O:26])[C:10]=2[C:9]=1[CH3:27])=O)(C)(C)C.FC(F)(F)C(O)=O.C(OC(OCC)OCC)C. (5) The reactants are: C1(C)C=CC(S(O)(=O)=O)=CC=1.[Cl:12][C:13]1[C:14]([CH2:63][C:64]2[CH:69]=[CH:68][C:67]([CH2:70][CH3:71])=[CH:66][CH:65]=2)=[CH:15][C:16]([C@@:20]2([CH2:59][C:60]([CH3:62])=[CH2:61])[C@H:25]([O:26][CH2:27][C:28]3[CH:33]=[CH:32][CH:31]=[CH:30][CH:29]=3)[C@@H:24]([O:34][CH2:35][C:36]3[CH:41]=[CH:40][CH:39]=[CH:38][CH:37]=3)[C@H:23]([O:42][CH2:43][C:44]3[CH:49]=[CH:48][CH:47]=[CH:46][CH:45]=3)[C@@H:22]([CH2:50][O:51][CH2:52][C:53]3[CH:58]=[CH:57][CH:56]=[CH:55][CH:54]=3)[O:21]2)=[C:17]([OH:19])[CH:18]=1. Given the product [Cl:12][C:13]1[C:14]([CH2:63][C:64]2[CH:69]=[CH:68][C:67]([CH2:70][CH3:71])=[CH:66][CH:65]=2)=[CH:15][C:16]([C@@:20]2([CH:59]=[C:60]([CH3:62])[CH3:61])[C@H:25]([O:26][CH2:27][C:28]3[CH:29]=[CH:30][CH:31]=[CH:32][CH:33]=3)[C@@H:24]([O:34][CH2:35][C:36]3[CH:41]=[CH:40][CH:39]=[CH:38][CH:37]=3)[C@H:23]([O:42][CH2:43][C:44]3[CH:49]=[CH:48][CH:47]=[CH:46][CH:45]=3)[C@@H:22]([CH2:50][O:51][CH2:52][C:53]3[CH:54]=[CH:55][CH:56]=[CH:57][CH:58]=3)[O:21]2)=[C:17]([OH:19])[CH:18]=1, predict the reactants needed to synthesize it. (6) The reactants are: [CH3:1][C:2]1[CH:3]=[N+:4]([O-:11])[CH:5]=[CH:6][C:7]=1[N+:8]([O-:10])=[O:9].CNC.O.[CH3:16][N:17]([CH3:20])[CH:18]=O. Given the product [CH3:16][N:17]([CH3:20])/[CH:18]=[CH:1]/[C:2]1[CH:3]=[N+:4]([O-:11])[CH:5]=[CH:6][C:7]=1[N+:8]([O-:10])=[O:9], predict the reactants needed to synthesize it. (7) Given the product [CH:23]1([C:2]2[CH:11]=[C:10]3[C:5]([CH:6]=[C:7]([NH:12][C:13]([CH:15]4[CH2:17][CH2:16]4)=[O:14])[N:8]=[CH:9]3)=[CH:4][CH:3]=2)[CH2:28][CH2:27][CH2:26][CH2:25][CH2:24]1, predict the reactants needed to synthesize it. The reactants are: Br[C:2]1[CH:11]=[C:10]2[C:5]([CH:6]=[C:7]([NH:12][C:13]([CH:15]3[CH2:17][CH2:16]3)=[O:14])[N:8]=[CH:9]2)=[CH:4][CH:3]=1.O1CCCC1.[CH:23]1([Mg]Cl)[CH2:28][CH2:27][CH2:26][CH2:25][CH2:24]1.